From a dataset of Forward reaction prediction with 1.9M reactions from USPTO patents (1976-2016). Predict the product of the given reaction. (1) Given the reactants C([O:3][C:4]([C:6]1([NH:15][C:16](=[O:25])[C:17]2[CH:22]=[CH:21][CH:20]=[C:19]([CH3:23])[C:18]=2[CH3:24])[CH2:14][C:13]2[C:8](=[CH:9][CH:10]=[CH:11][CH:12]=2)[CH2:7]1)=[O:5])C.[OH-].[K+].CCO, predict the reaction product. The product is: [CH3:24][C:18]1[C:19]([CH3:23])=[CH:20][CH:21]=[CH:22][C:17]=1[C:16]([NH:15][C:6]1([C:4]([OH:5])=[O:3])[CH2:14][C:13]2[C:8](=[CH:9][CH:10]=[CH:11][CH:12]=2)[CH2:7]1)=[O:25]. (2) The product is: [OH:32][CH2:31][C@H:30]([NH:29][C:23](=[O:24])[C:22]1[CH:26]=[CH:27][C:19]([CH:11]([C:12]2[CH:17]=[CH:16][CH:15]=[CH:14][C:13]=2[CH3:18])[CH2:10][C:9]([C:4]2[CH:5]=[CH:6][C:7](=[O:8])[N:2]([CH3:1])[CH:3]=2)=[O:28])=[CH:20][CH:21]=1)[CH3:33]. Given the reactants [CH3:1][N:2]1[C:7](=[O:8])[CH:6]=[CH:5][C:4]([C:9](=[O:28])[CH2:10][CH:11]([C:19]2[CH:27]=[CH:26][C:22]([C:23](O)=[O:24])=[CH:21][CH:20]=2)[C:12]2[CH:17]=[CH:16][CH:15]=[CH:14][C:13]=2[CH3:18])=[CH:3]1.[NH2:29][C@H:30]([CH3:33])[CH2:31][OH:32].F[P-](F)(F)(F)(F)F.N1(O[P+](N(C)C)(N(C)C)N(C)C)C2C=CC=CC=2N=N1, predict the reaction product. (3) Given the reactants [CH3:1][C:2]1[S:3][C:4]([C:10]2[CH:11]=[C:12]([CH3:16])[CH:13]=[CH:14][CH:15]=2)=[C:5]([C:7]([OH:9])=O)[N:6]=1.[NH:17]1[CH2:22][CH2:21][CH2:20][C@@H:19]([NH:23][C:24]([C:26]2[N:33]3[C:29]([S:30][CH:31]=[CH:32]3)=[N:28][C:27]=2[CH3:34])=[O:25])[CH2:18]1, predict the reaction product. The product is: [CH3:1][C:2]1[S:3][C:4]([C:10]2[CH:11]=[C:12]([CH3:16])[CH:13]=[CH:14][CH:15]=2)=[C:5]([C:7]([N:17]2[CH2:22][CH2:21][CH2:20][C@@H:19]([NH:23][C:24]([C:26]3[N:33]4[C:29]([S:30][CH:31]=[CH:32]4)=[N:28][C:27]=3[CH3:34])=[O:25])[CH2:18]2)=[O:9])[N:6]=1.